The task is: Predict the reaction yield, written as a fraction of the theoretical maximum amount of product (1.0 means a 100% yield; for example, 0.34 means a 34% yield).. This data is from Reaction yield outcomes from USPTO patents with 853,638 reactions. The reactants are [CH3:1][O:2][C:3]1[C:7]([N+:8]([O-:10])=[O:9])=[CH:6][NH:5][N:4]=1.[CH3:11][N:12]1[CH2:16][CH2:15][C@@H:14]([OH:17])[CH2:13]1.N(C(OC(C)(C)C)=O)=NC(OC(C)(C)C)=O. The catalyst is C1COCC1.CCOC(C)=O. The product is [NH3:4].[CH3:15][CH2:14][O:17][C:3]([CH3:7])=[O:2].[CH3:1][O:2][C:3]1[C:7]([N+:8]([O-:10])=[O:9])=[CH:6][N:5]([C@H:14]2[CH2:15][CH2:16][N:12]([CH3:11])[CH2:13]2)[N:4]=1. The yield is 0.100.